This data is from Full USPTO retrosynthesis dataset with 1.9M reactions from patents (1976-2016). The task is: Predict the reactants needed to synthesize the given product. (1) Given the product [Br:1][C:2]1[CH:3]=[CH:4][C:5]([C:8]2[CH2:14][CH:15]([CH2:16][OH:17])[O:10][N:9]=2)=[N:6][CH:7]=1, predict the reactants needed to synthesize it. The reactants are: [Br:1][C:2]1[CH:3]=[CH:4][C:5]([CH:8]=[N:9][OH:10])=[N:6][CH:7]=1.ClN1[C:16](=[O:17])[CH2:15][CH2:14]C1=O.C(O)C=C.CCN(CC)CC. (2) Given the product [CH3:1][C:2]1[O:6][C:5]([C:7]2[CH:8]=[CH:9][CH:10]=[CH:11][CH:12]=2)=[N:4][C:3]=1[CH2:13][O:14][C:15]1[CH:16]=[C:17]([CH:38]=[CH:39][CH:40]=1)[CH2:18][O:19][C:20]1[CH:24]=[C:23]([CH2:25][CH2:26][C:27]([OH:29])=[O:28])[N:22]([C:32]2[CH:33]=[CH:34][CH:35]=[CH:36][CH:37]=2)[N:21]=1, predict the reactants needed to synthesize it. The reactants are: [CH3:1][C:2]1[O:6][C:5]([C:7]2[CH:12]=[CH:11][CH:10]=[CH:9][CH:8]=2)=[N:4][C:3]=1[CH2:13][O:14][C:15]1[CH:16]=[C:17]([CH:38]=[CH:39][CH:40]=1)[CH2:18][O:19][C:20]1[CH:24]=[C:23]([CH2:25][CH2:26][C:27]([O:29]CC)=[O:28])[N:22]([C:32]2[CH:37]=[CH:36][CH:35]=[CH:34][CH:33]=2)[N:21]=1.[OH-].[Na+].O1CCCC1.Cl. (3) Given the product [CH2:1]([O:3][C:4]1[C:9](=[O:10])[NH:8][CH:7]=[C:6]([C:20]2[CH:25]=[CH:24][C:23]([CH2:26][C:27]([NH:29][C:30]3[CH:34]=[C:33]([C:35]([CH3:41])([CH3:40])[C:36]([F:39])([F:37])[F:38])[O:32][N:31]=3)=[O:28])=[C:22]([F:42])[CH:21]=2)[CH:5]=1)[CH3:2], predict the reactants needed to synthesize it. The reactants are: [CH2:1]([O:3][C:4]1[CH:5]=[C:6]([C:20]2[CH:25]=[CH:24][C:23]([CH2:26][C:27]([NH:29][C:30]3[CH:34]=[C:33]([C:35]([CH3:41])([CH3:40])[C:36]([F:39])([F:38])[F:37])[O:32][N:31]=3)=[O:28])=[C:22]([F:42])[CH:21]=2)[CH:7]=[N:8][C:9]=1[O:10]CC1C=CC(OC)=CC=1)[CH3:2].